From a dataset of Catalyst prediction with 721,799 reactions and 888 catalyst types from USPTO. Predict which catalyst facilitates the given reaction. (1) Reactant: [F:1][C:2]1[CH:7]=[CH:6][C:5]([NH:8][C:9](=[O:14])[C:10]([CH3:13])([CH3:12])[CH3:11])=[CH:4][C:3]=1[CH:15]([OH:28])[C:16]1[CH:17]=[C:18]2[C:23](=[CH:24][CH:25]=1)[N:22]=[CH:21][C:20]([O:26][CH3:27])=[N:19]2. Product: [F:1][C:2]1[CH:7]=[CH:6][C:5]([NH:8][C:9](=[O:14])[C:10]([CH3:13])([CH3:12])[CH3:11])=[CH:4][C:3]=1[C:15]([C:16]1[CH:17]=[C:18]2[C:23](=[CH:24][CH:25]=1)[N:22]=[CH:21][C:20]([O:26][CH3:27])=[N:19]2)=[O:28]. The catalyst class is: 177. (2) Reactant: [H-].[Na+].[O:3]=[C:4]1[CH:9]=[C:8]([O:10][CH:11]2[CH2:16][CH2:15][N:14]([C:17]3[N:22]=[CH:21][C:20]([CH2:23][CH2:24][CH3:25])=[CH:19][N:18]=3)[CH2:13][CH2:12]2)[CH:7]=[CH:6][N:5]1[C:26]1[CH:31]=[CH:30][C:29]([NH:32][C:33](=[O:38])[C:34]([CH3:37])([CH3:36])[CH3:35])=[CH:28][CH:27]=1.[CH3:39]I. Product: [CH3:39][N:32]([C:29]1[CH:28]=[CH:27][C:26]([N:5]2[CH:6]=[CH:7][C:8]([O:10][CH:11]3[CH2:16][CH2:15][N:14]([C:17]4[N:22]=[CH:21][C:20]([CH2:23][CH2:24][CH3:25])=[CH:19][N:18]=4)[CH2:13][CH2:12]3)=[CH:9][C:4]2=[O:3])=[CH:31][CH:30]=1)[C:33](=[O:38])[C:34]([CH3:37])([CH3:36])[CH3:35]. The catalyst class is: 3.